Dataset: Catalyst prediction with 721,799 reactions and 888 catalyst types from USPTO. Task: Predict which catalyst facilitates the given reaction. (1) Reactant: OC1C=CC(C2C=C3C(=CC=2)C(=O)CCC3)=CC=1.[CH2:19]([C:21]1[CH:22]=[C:23]([C:29]2[CH:30]=[C:31]3[C:36](=[CH:37][CH:38]=2)[C:35](=[O:39])[CH2:34][CH2:33][CH2:32]3)[CH:24]=[CH:25][C:26]=1[O:27]C)[CH3:20]. Product: [CH2:19]([C:21]1[CH:22]=[C:23]([C:29]2[CH:30]=[C:31]3[C:36](=[CH:37][CH:38]=2)[C:35](=[O:39])[CH2:34][CH2:33][CH2:32]3)[CH:24]=[CH:25][C:26]=1[OH:27])[CH3:20]. The catalyst class is: 6. (2) Reactant: [NH:1]1[CH:5]=[CH:4][N:3]=[N:2]1.[C:6](=O)([O-])[O-].[K+].[K+].[I-].[Na+].Br[CH2:15][CH2:16][O:17][Si:18]([C:21]([CH3:24])([CH3:23])[CH3:22])([CH3:20])[CH3:19]. Product: [C:21]([Si:18]([CH3:20])([CH3:19])[O:17][CH2:16][CH2:15][N:1]1[CH:5]=[C:4]([CH3:6])[N:3]=[N:2]1)([CH3:24])([CH3:23])[CH3:22]. The catalyst class is: 10.